Task: Predict the reaction yield, written as a fraction of the theoretical maximum amount of product (1.0 means a 100% yield; for example, 0.34 means a 34% yield).. Dataset: Reaction yield outcomes from USPTO patents with 853,638 reactions The reactants are [NH2:1][C:2]1[N:6]([C:7]2[CH:12]=[CH:11][C:10]([F:13])=[CH:9][CH:8]=2)[N:5]=[C:4]([CH2:14][CH3:15])[C:3]=1[C:16]([OH:18])=O.N1C=CC=N1.O=S(Cl)Cl.Cl.[NH2:29][CH2:30][C:31]([C:33]1[CH:38]=[CH:37][CH:36]=[CH:35][CH:34]=1)=O.C(N(CC)CC)C. The catalyst is ClCCl. The product is [CH2:14]([C:4]1[C:3]2[C:16](=[O:18])[NH:29][CH2:30][C:31]([C:33]3[CH:38]=[CH:37][CH:36]=[CH:35][CH:34]=3)=[N:1][C:2]=2[N:6]([C:7]2[CH:8]=[CH:9][C:10]([F:13])=[CH:11][CH:12]=2)[N:5]=1)[CH3:15]. The yield is 0.480.